Dataset: Reaction yield outcomes from USPTO patents with 853,638 reactions. Task: Predict the reaction yield, written as a fraction of the theoretical maximum amount of product (1.0 means a 100% yield; for example, 0.34 means a 34% yield). (1) The reactants are [NH2:1][C:2]1[CH:10]=[CH:9][CH:8]=[C:7]([Cl:11])[C:3]=1[C:4]([OH:6])=O.O=S(Cl)Cl.[NH2:16][C:17]1(N)[CH2:22][CH:21]=[CH:20][CH:19]=[C:18]1[C:23]1[CH:28]=[CH:27][CH:26]=[CH:25][CH:24]=1.C(Cl)(Cl)Cl. The catalyst is C1C=CC=CC=1. The product is [NH2:1][C:2]1[CH:10]=[CH:9][CH:8]=[C:7]([Cl:11])[C:3]=1[C:4]([NH:16][C:17]1[CH:22]=[CH:21][CH:20]=[CH:19][C:18]=1[C:23]1[CH:24]=[CH:25][CH:26]=[CH:27][CH:28]=1)=[O:6]. The yield is 0.570. (2) The reactants are [C:1](Cl)(=[O:8])[C:2]1[CH:7]=[CH:6][CH:5]=[CH:4][CH:3]=1.[CH2:10]1[O:12][CH:11]1[CH2:13][OH:14].N1C=CC=CC=1. The catalyst is ClCCl. The product is [C:1]([O:14][CH2:13][CH:11]1[CH2:10][O:12]1)(=[O:8])[C:2]1[CH:7]=[CH:6][CH:5]=[CH:4][CH:3]=1. The yield is 1.00. (3) The reactants are [CH2:1]([O:8][NH:9][C@H:10]1[CH2:15][N:14]([C:16]([O:18][C:19]([CH3:22])([CH3:21])[CH3:20])=[O:17])[C@H:13]([C:23]([OH:25])=[O:24])[CH2:12][CH2:11]1)[C:2]1[CH:7]=[CH:6][CH:5]=[CH:4][CH:3]=1.Cl.C(N=C=NCCCN(C)C)C.O[C:39]1[CH:44]=[CH:43][CH:42]=[CH:41][N:40]=1. The catalyst is ClCCl.CN(C)C1C=CN=CC=1.C(OCC)(=O)C. The yield is 0.590. The product is [CH2:1]([O:8][NH:9][C@H:10]1[CH2:15][N:14]([C:16]([O:18][C:19]([CH3:21])([CH3:22])[CH3:20])=[O:17])[C@H:13]([C:23]([O:25][C:39]2[CH:44]=[CH:43][CH:42]=[CH:41][N:40]=2)=[O:24])[CH2:12][CH2:11]1)[C:2]1[CH:3]=[CH:4][CH:5]=[CH:6][CH:7]=1. (4) The reactants are Br[C:2]1[CH:7]=[CH:6][C:5]([C:8]2[N:9]=[CH:10][O:11][CH:12]=2)=[CH:4][CH:3]=1.C([Sn](CCCC)(CCCC)[C:18]([O:20]CC)=[CH2:19])CCC.[Cl-].[Li+]. The catalyst is O1CCOCC1.C(OCC)(=O)C.C1C=CC([P]([Pd]([P](C2C=CC=CC=2)(C2C=CC=CC=2)C2C=CC=CC=2)([P](C2C=CC=CC=2)(C2C=CC=CC=2)C2C=CC=CC=2)[P](C2C=CC=CC=2)(C2C=CC=CC=2)C2C=CC=CC=2)(C2C=CC=CC=2)C2C=CC=CC=2)=CC=1. The product is [O:11]1[CH:12]=[C:8]([C:5]2[CH:6]=[CH:7][C:2]([C:18](=[O:20])[CH3:19])=[CH:3][CH:4]=2)[N:9]=[CH:10]1. The yield is 0.650. (5) The catalyst is C1COCC1.C(Cl)Cl. The product is [CH3:49][N:48]([CH3:50])[O:47][CH2:46][CH2:45][O:44][C@@H:32]1[C@H:31]([OH:51])[C@@H:30]([CH2:29][OH:28])[O:34][C@H:33]1[N:35]1[CH:42]=[C:41]([CH3:43])[C:39](=[O:40])[NH:38][C:36]1=[O:37]. The reactants are F.F.F.C(N(CC)CC)C.[Si]([O:28][CH2:29][C@H:30]1[O:34][C@@H:33]([N:35]2[CH:42]=[C:41]([CH3:43])[C:39](=[O:40])[NH:38][C:36]2=[O:37])[C@H:32]([O:44][CH2:45][CH2:46][O:47][N:48]([CH3:50])[CH3:49])[C@@H:31]1[OH:51])(C(C)(C)C)(C1C=CC=CC=1)C1C=CC=CC=1.CO. The yield is 0.925. (6) The reactants are [Cl:1][C:2]1[C:7]([C:8](OCC)=[O:9])=[CH:6][N:5]=[C:4]([Cl:13])[CH:3]=1.CC(C[AlH]CC(C)C)C.O.[OH-].[Na+]. The catalyst is C(Cl)Cl. The product is [Cl:1][C:2]1[C:7]([CH:8]=[O:9])=[CH:6][N:5]=[C:4]([Cl:13])[CH:3]=1. The yield is 0.650.